This data is from Full USPTO retrosynthesis dataset with 1.9M reactions from patents (1976-2016). The task is: Predict the reactants needed to synthesize the given product. Given the product [CH3:1][O:2][C:3]([C@@H:5]([N:13]1[CH2:21][C:17]2[CH:18]=[CH:19][S:20][C:16]=2[CH2:15][CH2:14]1)[C:6]1[CH:7]=[CH:8][CH:9]=[CH:10][C:11]=1[Cl:12])=[O:4].[OH:25][S:22]([OH:26])(=[O:24])=[O:23], predict the reactants needed to synthesize it. The reactants are: [CH3:1][O:2][C:3]([C@@H:5]([N:13]1[CH2:21][C:17]2[CH:18]=[CH:19][S:20][C:16]=2[CH2:15][CH2:14]1)[C:6]1[CH:7]=[CH:8][CH:9]=[CH:10][C:11]=1[Cl:12])=[O:4].[S:22](=[O:26])(=[O:25])([OH:24])[OH:23].